Dataset: Catalyst prediction with 721,799 reactions and 888 catalyst types from USPTO. Task: Predict which catalyst facilitates the given reaction. (1) Reactant: C([O:5][C:6]([N:8]1[CH:12]=[C:11]([C:13](=[NH:16])[NH:14]O)[C:10]([CH3:17])=[N:9]1)=[O:7])(C)(C)C.[CH3:18]O. The catalyst class is: 45. Product: [C:6]([OH:5])(=[O:7])[CH3:18].[CH3:17][C:10]1[C:11]([C:13]([NH2:16])=[NH:14])=[CH:12][NH:8][N:9]=1. (2) The catalyst class is: 27. Product: [C:17]([N:4]1[CH2:8][CH2:7][CH:6]([NH:9][C:10](=[O:16])[O:11][C:12]([CH3:14])([CH3:13])[CH3:15])[CH2:5]1)(=[O:21])[CH:18]([CH3:20])[CH3:19]. Reactant: C([N:4]1[CH2:8][CH2:7][CH:6]([NH:9][C:10](=[O:16])[O:11][C:12]([CH3:15])([CH3:14])[CH3:13])[CH2:5]1)(=O)C.[C:17](Cl)(=[O:21])[CH:18]([CH3:20])[CH3:19]. (3) Reactant: I[C:2]1[CH:12]=[CH:11][C:5]([C:6]([O:8][CH2:9][CH3:10])=[O:7])=[CH:4][CH:3]=1.[CH2:13]([OH:16])[CH:14]=[CH2:15].C(=O)(O)[O-].[Na+].C1(C)C=CC=CC=1. Product: [CH2:9]([O:8][C:6](=[O:7])[C:5]1[CH:11]=[CH:12][C:2]([CH2:15][CH2:14][CH:13]=[O:16])=[CH:3][CH:4]=1)[CH3:10]. The catalyst class is: 274. (4) Reactant: [NH2:1][C:2]1[C:15]2[C:14](=[O:16])[C:13]([C:17]#[N:18])=[CH:12][N:7]3[C@@H:8]([CH3:11])[CH2:9][O:10][C:5]([C:6]=23)=[C:4](F)[C:3]=1[F:20].[N:21]1[CH:26]=[CH:25][CH:24]=[CH:23][C:22]=1[C@@H:27]1[CH2:31][CH2:30][C@H:29]([NH2:32])[CH2:28]1.C(N(CC)CC)C. Product: [NH2:1][C:2]1[C:15]2[C:14](=[O:16])[C:13]([C:17]#[N:18])=[CH:12][N:7]3[C@@H:8]([CH3:11])[CH2:9][O:10][C:5]([C:6]=23)=[C:4]([NH:32][C@H:29]2[CH2:30][CH2:31][C@@H:27]([C:22]3[CH:23]=[CH:24][CH:25]=[CH:26][N:21]=3)[CH2:28]2)[C:3]=1[F:20]. The catalyst class is: 16. (5) Reactant: [NH2:1][C:2]1[NH:6][N:5]=[CH:4][C:3]=1[C:7]#[N:8].[CH2:9]([C:11]1[CH:18]=[CH:17][C:14]([CH:15]=O)=[CH:13][CH:12]=1)[CH3:10].[CH:19]1([N+:24]#[C-:25])[CH2:23][CH2:22][CH2:21][CH2:20]1.Cl(O)(=O)(=O)=O. Product: [CH:19]1([NH:24][C:25]2[N:6]3[N:5]=[CH:4][C:3]([C:7]#[N:8])=[C:2]3[NH:1][C:15]=2[C:14]2[CH:17]=[CH:18][C:11]([CH2:9][CH3:10])=[CH:12][CH:13]=2)[CH2:23][CH2:22][CH2:21][CH2:20]1. The catalyst class is: 5.